Binary Classification. Given a drug SMILES string, predict its activity (active/inactive) in a high-throughput screening assay against a specified biological target. From a dataset of Choline transporter screen with 302,306 compounds. (1) The result is 0 (inactive). The compound is Clc1c(NS(=O)(=O)c2cc(ccc2)C(=O)N\N=C\c2occc2)cccc1. (2) The molecule is O=c1n2c(nc(N3CCCCCC3)c1/C=C(\C(=O)NCc1occc1)C#N)c(ccc2)C. The result is 0 (inactive).